This data is from Full USPTO retrosynthesis dataset with 1.9M reactions from patents (1976-2016). The task is: Predict the reactants needed to synthesize the given product. The reactants are: [Cl:1][C:2]1[CH:11]=[CH:10][CH:9]=[C:8]2[C:3]=1[CH:4]=[C:5]([CH:18]([N:20]1C(=O)C3C(=CC=CC=3)C1=O)[CH3:19])[C:6]([C:12]1[CH:17]=[CH:16][CH:15]=[CH:14][N:13]=1)=[N:7]2.O.NN. Given the product [Cl:1][C:2]1[CH:11]=[CH:10][CH:9]=[C:8]2[C:3]=1[CH:4]=[C:5]([CH:18]([NH2:20])[CH3:19])[C:6]([C:12]1[CH:17]=[CH:16][CH:15]=[CH:14][N:13]=1)=[N:7]2, predict the reactants needed to synthesize it.